Dataset: Peptide-MHC class I binding affinity with 185,985 pairs from IEDB/IMGT. Task: Regression. Given a peptide amino acid sequence and an MHC pseudo amino acid sequence, predict their binding affinity value. This is MHC class I binding data. (1) The peptide sequence is DYIYLPLLK. The MHC is HLA-A03:01 with pseudo-sequence HLA-A03:01. The binding affinity (normalized) is 0.292. (2) The peptide sequence is ICKMPLPTR. The MHC is HLA-A31:01 with pseudo-sequence HLA-A31:01. The binding affinity (normalized) is 0.667. (3) The peptide sequence is MHDPHSIPL. The MHC is HLA-A02:11 with pseudo-sequence HLA-A02:11. The binding affinity (normalized) is 0.0847. (4) The peptide sequence is EIEIEKNKK. The MHC is HLA-B08:03 with pseudo-sequence HLA-B08:03. The binding affinity (normalized) is 0.0847. (5) The peptide sequence is RLATVGYPK. The MHC is HLA-B08:01 with pseudo-sequence HLA-B08:01. The binding affinity (normalized) is 0.213.